Predict which catalyst facilitates the given reaction. From a dataset of Catalyst prediction with 721,799 reactions and 888 catalyst types from USPTO. (1) Reactant: [CH3:1][C:2]1([CH3:9])[C:6]([CH3:8])([CH3:7])[O:5][BH:4][O:3]1.Br[C:11]1[C:19]2[S:18][CH:17]=[CH:16][C:15]=2[C:14]([F:20])=[CH:13][CH:12]=1.C(N(CC)CC)C. Product: [F:20][C:14]1[C:15]2[CH:16]=[CH:17][S:18][C:19]=2[C:11]([B:4]2[O:5][C:6]([CH3:8])([CH3:7])[C:2]([CH3:9])([CH3:1])[O:3]2)=[CH:12][CH:13]=1. The catalyst class is: 184. (2) Reactant: [Cl-].O[NH3+:3].[C:4](=[O:7])([O-])[OH:5].[Na+].CS(C)=O.[CH:13]1([O:16][C:17]2[CH:22]=[CH:21][C:20]([N:23]3[C:28](=[O:29])[C:27]([CH2:30][C:31]4[CH:36]=[CH:35][C:34]([C:37]5[C:38]([C:43]#[N:44])=[CH:39][CH:40]=[CH:41][CH:42]=5)=[CH:33][CH:32]=4)=[C:26]([CH2:45][CH2:46][CH3:47])[N:25]=[C:24]3[CH3:48])=[CH:19][CH:18]=2)[CH2:15][CH2:14]1. Product: [CH:13]1([O:16][C:17]2[CH:18]=[CH:19][C:20]([N:23]3[C:28](=[O:29])[C:27]([CH2:30][C:31]4[CH:36]=[CH:35][C:34]([C:37]5[CH:42]=[CH:41][CH:40]=[CH:39][C:38]=5[C:43]5[NH:3][C:4](=[O:7])[O:5][N:44]=5)=[CH:33][CH:32]=4)=[C:26]([CH2:45][CH2:46][CH3:47])[N:25]=[C:24]3[CH3:48])=[CH:21][CH:22]=2)[CH2:14][CH2:15]1. The catalyst class is: 69. (3) Reactant: [F:1][C:2]1[CH:10]=[C:9]2[C:5]([C:6]([CH2:21][C:22]([O:24][CH2:25][CH3:26])=[O:23])=[N:7][N:8]2[CH2:11][C:12]2[CH:17]=[CH:16][C:15]([N+:18]([O-])=O)=[CH:14][CH:13]=2)=[CH:4][CH:3]=1.C(OCC)(=O)C. Product: [NH2:18][C:15]1[CH:14]=[CH:13][C:12]([CH2:11][N:8]2[C:9]3[C:5](=[CH:4][CH:3]=[C:2]([F:1])[CH:10]=3)[C:6]([CH2:21][C:22]([O:24][CH2:25][CH3:26])=[O:23])=[N:7]2)=[CH:17][CH:16]=1. The catalyst class is: 19. (4) Reactant: [NH2:1][C:2]1[CH:3]=[C:4]([F:10])[C:5]([CH2:8][OH:9])=[N:6][CH:7]=1.C(N(C(C)C)C(C)C)C.[Cl:20][C:21]1[CH:22]=[C:23]([N:27]2[C:31]([CH2:32][NH:33][C:34](=O)[O:35]C3C=CC=CC=3)=[CH:30][C:29]([C:43]([F:46])([F:45])[F:44])=[N:28]2)[CH:24]=[CH:25][CH:26]=1. Product: [Cl:20][C:21]1[CH:22]=[C:23]([N:27]2[C:31]([CH2:32][NH:33][C:34]([NH:1][C:2]3[CH:7]=[N:6][C:5]([CH2:8][OH:9])=[C:4]([F:10])[CH:3]=3)=[O:35])=[CH:30][C:29]([C:43]([F:44])([F:45])[F:46])=[N:28]2)[CH:24]=[CH:25][CH:26]=1. The catalyst class is: 7. (5) Reactant: [CH3:1][N:2]([S:25]([CH3:28])(=[O:27])=[O:26])[C:3]1[CH:4]=[C:5]([CH:10]=[C:11]([N:13]2[CH2:17][CH:16]([C:18]3[CH:23]=[CH:22][CH:21]=[CH:20][CH:19]=3)[CH2:15][C:14]2=O)[CH:12]=1)[C:6]([O:8]C)=[O:7].O1CCCC1.O1CCCC1.CO. Product: [CH3:1][N:2]([S:25]([CH3:28])(=[O:27])=[O:26])[C:3]1[CH:4]=[C:5]([CH:10]=[C:11]([N:13]2[CH2:14][CH2:15][CH:16]([C:18]3[CH:19]=[CH:20][CH:21]=[CH:22][CH:23]=3)[CH2:17]2)[CH:12]=1)[C:6]([OH:8])=[O:7]. The catalyst class is: 7.